Dataset: TCR-epitope binding with 47,182 pairs between 192 epitopes and 23,139 TCRs. Task: Binary Classification. Given a T-cell receptor sequence (or CDR3 region) and an epitope sequence, predict whether binding occurs between them. (1) The epitope is TAFTIPSI. The TCR CDR3 sequence is CASSTPSQGTNTGELFF. Result: 0 (the TCR does not bind to the epitope). (2) The epitope is YSEHPTFTSQY. The TCR CDR3 sequence is CASSINRGTGELFF. Result: 0 (the TCR does not bind to the epitope). (3) The epitope is EIYKRWII. The TCR CDR3 sequence is CSARENYEQYF. Result: 1 (the TCR binds to the epitope). (4) The epitope is RQLLFVVEV. The TCR CDR3 sequence is CASSLQQTLGAFF. Result: 0 (the TCR does not bind to the epitope). (5) The epitope is TEKSNIIRGW. The TCR CDR3 sequence is CASRDRETDTQYF. Result: 0 (the TCR does not bind to the epitope). (6) The epitope is LLQTGIHVRVSQPSL. The TCR CDR3 sequence is CASSPASTDTQYF. Result: 1 (the TCR binds to the epitope). (7) The epitope is YLQPRTFLL. The TCR CDR3 sequence is CASGDENTGELFF. Result: 1 (the TCR binds to the epitope).